This data is from Forward reaction prediction with 1.9M reactions from USPTO patents (1976-2016). The task is: Predict the product of the given reaction. (1) Given the reactants [CH2:1]([O:8][C:9]1[CH:10]=[C:11]([CH:15]=[CH:16][C:17]=1[O:18][CH3:19])[C:12](Cl)=[O:13])[C:2]1[CH:7]=[CH:6][CH:5]=[CH:4][CH:3]=1.[CH:20]1([O:25][C:26]2[CH:27]=[C:28]([C:34](=[O:44])[CH2:35][C:36]3[C:41]([Cl:42])=[CH:40][N:39]=[CH:38][C:37]=3[Cl:43])[CH:29]=[CH:30][C:31]=2[O:32][CH3:33])[CH2:24][CH2:23][CH2:22][CH2:21]1, predict the reaction product. The product is: [CH:20]1([O:25][C:26]2[CH:27]=[C:28](/[C:34](/[O:44][C:12](=[O:13])[C:11]3[CH:15]=[CH:16][C:17]([O:18][CH3:19])=[C:9]([O:8][CH2:1][C:2]4[CH:3]=[CH:4][CH:5]=[CH:6][CH:7]=4)[CH:10]=3)=[CH:35]/[C:36]3[C:41]([Cl:42])=[CH:40][N:39]=[CH:38][C:37]=3[Cl:43])[CH:29]=[CH:30][C:31]=2[O:32][CH3:33])[CH2:24][CH2:23][CH2:22][CH2:21]1. (2) The product is: [CH3:22][C:19]1[CH:18]=[CH:17][C:16]([C:15]2[N:14]=[C:13]3[CH:23]=[CH:24][N:25]([CH2:26][C@@H:27]4[O:32][CH2:31][CH2:30][NH:29][CH2:28]4)[C:12]3=[CH:11][C:10]=2[C:7]2[CH:8]=[CH:9][C:4]([C:2]#[N:3])=[CH:5][CH:6]=2)=[CH:21][CH:20]=1. Given the reactants Cl.[C:2]([C:4]1[CH:9]=[CH:8][C:7]([C:10]2[CH:11]=[C:12]3[N:25]([CH2:26][C@@H:27]4[O:32][CH2:31][CH2:30][N:29](C(OC(C)(C)C)=O)[CH2:28]4)[CH:24]=[CH:23][C:13]3=[N:14][C:15]=2[C:16]2[CH:21]=[CH:20][C:19]([CH3:22])=[CH:18][CH:17]=2)=[CH:6][CH:5]=1)#[N:3], predict the reaction product.